From a dataset of Peptide-MHC class I binding affinity with 185,985 pairs from IEDB/IMGT. Regression. Given a peptide amino acid sequence and an MHC pseudo amino acid sequence, predict their binding affinity value. This is MHC class I binding data. (1) The peptide sequence is DIDSPPITAR. The MHC is Mamu-B03 with pseudo-sequence Mamu-B03. The binding affinity (normalized) is 0. (2) The peptide sequence is VHTWTEQYKF. The MHC is HLA-A24:02 with pseudo-sequence HLA-A24:02. The binding affinity (normalized) is 0.239.